This data is from Forward reaction prediction with 1.9M reactions from USPTO patents (1976-2016). The task is: Predict the product of the given reaction. Given the reactants [CH3:1][O:2][C:3]1[CH:4]=[C:5]2[C:10](=[CH:11][CH:12]=1)[CH:9]=[C:8](Br)[CH:7]=[CH:6]2.[O:14]1[C:18]2[CH:19]=[CH:20][CH:21]=[CH:22][C:17]=2[CH:16]=[C:15]1B(O)O.C(=O)([O-])[O-].[K+].[K+].ClCCl, predict the reaction product. The product is: [CH3:1][O:2][C:3]1[CH:4]=[C:5]2[C:10](=[CH:11][CH:12]=1)[CH:9]=[C:8]([C:15]1[O:14][C:18]3[CH:19]=[CH:20][CH:21]=[CH:22][C:17]=3[CH:16]=1)[CH:7]=[CH:6]2.